This data is from Catalyst prediction with 721,799 reactions and 888 catalyst types from USPTO. The task is: Predict which catalyst facilitates the given reaction. (1) Reactant: [C:1]1([CH2:7][CH2:8][CH:9]([CH2:13][S:14][C:15](=[O:17])[CH3:16])[C:10]([OH:12])=O)[CH:6]=[CH:5][CH:4]=[CH:3][CH:2]=1.[NH2:18][C@H:19]([C:24]([O:26][C:27]([CH3:30])([CH3:29])[CH3:28])=[O:25])[CH2:20][CH:21]([CH3:23])[CH3:22].O.ON1C2C=CC=CC=2N=N1.CN1CCOCC1. Product: [C:27]([O:26][C:24](=[O:25])[C@H:19]([CH2:20][CH:21]([CH3:22])[CH3:23])[NH:18][C:10](=[O:12])[CH:9]([CH2:13][S:14][C:15](=[O:17])[CH3:16])[CH2:8][CH2:7][C:1]1[CH:2]=[CH:3][CH:4]=[CH:5][CH:6]=1)([CH3:30])([CH3:29])[CH3:28]. The catalyst class is: 76. (2) Reactant: [CH:1]1([CH2:4][N:5]([C@@H:13]2[CH2:15][C@H:14]2[C:16]2[CH:21]=[CH:20][C:19]([C:22](=[O:36])[NH:23][C:24]3[CH:29]=[CH:28][C:27]([C:30]4[N:35]=[CH:34][CH:33]=[CH:32][N:31]=4)=[CH:26][CH:25]=3)=[CH:18][CH:17]=2)C(=O)OC(C)(C)C)[CH2:3][CH2:2]1.[ClH:37].C(OCC)(=O)C. Product: [ClH:37].[ClH:37].[CH:1]1([CH2:4][NH:5][C@@H:13]2[CH2:15][C@H:14]2[C:16]2[CH:21]=[CH:20][C:19]([C:22]([NH:23][C:24]3[CH:29]=[CH:28][C:27]([C:30]4[N:35]=[CH:34][CH:33]=[CH:32][N:31]=4)=[CH:26][CH:25]=3)=[O:36])=[CH:18][CH:17]=2)[CH2:3][CH2:2]1. The catalyst class is: 36. (3) Reactant: O1CCC(C[C:8]2[CH:18]=[CH:17][CH:16]=[C:10]3[C:11]([NH:13][C:14](=[O:15])[C:9]=23)=[O:12])OC1.[C:19]([O-:22])(O)=O.[Na+].C([O:27][CH2:28][CH3:29])(=O)C.[CH3:30]O. Product: [OH:27][CH:28]([CH2:29][CH2:19][OH:22])[CH2:30][N:13]1[C:14](=[O:15])[C:9]2=[CH:8][CH:18]=[CH:17][CH:16]=[C:10]2[C:11]1=[O:12]. The catalyst class is: 33. (4) Reactant: Cl[C:2]1[N:7]=[C:6]([NH:8][C:9]2[N:14]=[CH:13][C:12]3[N:15]=[C:16]([CH2:21][O:22][CH:23]4[CH2:28][CH2:27][CH2:26][CH2:25][O:24]4)[N:17]([CH:18]([CH3:20])[CH3:19])[C:11]=3[CH:10]=2)[CH:5]=[CH:4][N:3]=1.[O:29]1[C:33]2([CH2:38][CH:37]=[C:36](B3OC(C)(C)C(C)(C)O3)[CH2:35][CH2:34]2)[O:32][CH2:31][CH2:30]1.C(=O)([O-])[O-].[Cs+].[Cs+].O1CCOCC1.O. Product: [O:29]1[C:33]2([CH2:38][CH2:37][C:36]([C:2]3[N:7]=[C:6]([NH:8][C:9]4[N:14]=[CH:13][C:12]5[N:15]=[C:16]([CH2:21][O:22][CH:23]6[CH2:28][CH2:27][CH2:26][CH2:25][O:24]6)[N:17]([CH:18]([CH3:20])[CH3:19])[C:11]=5[CH:10]=4)[CH:5]=[CH:4][N:3]=3)=[CH:35][CH2:34]2)[O:32][CH2:31][CH2:30]1. The catalyst class is: 535.